Predict the reactants needed to synthesize the given product. From a dataset of Full USPTO retrosynthesis dataset with 1.9M reactions from patents (1976-2016). Given the product [F:27][C:28]1[CH:29]=[C:30]([CH2:35][C:36]([NH:1][C:2]2[CH:7]=[CH:6][C:5]([C:8]3[CH:9]=[CH:10][C:11]([S:14]([N:17]([CH3:26])[C@H:18]([C:22]([O:24][CH3:25])=[O:23])[CH:19]([CH3:21])[CH3:20])(=[O:16])=[O:15])=[CH:12][CH:13]=3)=[CH:4][CH:3]=2)=[O:37])[CH:31]=[C:32]([F:34])[CH:33]=1, predict the reactants needed to synthesize it. The reactants are: [NH2:1][C:2]1[CH:7]=[CH:6][C:5]([C:8]2[CH:13]=[CH:12][C:11]([S:14]([N:17]([CH3:26])[C@H:18]([C:22]([O:24][CH3:25])=[O:23])[CH:19]([CH3:21])[CH3:20])(=[O:16])=[O:15])=[CH:10][CH:9]=2)=[CH:4][CH:3]=1.[F:27][C:28]1[CH:29]=[C:30]([CH2:35][C:36](O)=[O:37])[CH:31]=[C:32]([F:34])[CH:33]=1.Cl.CN(C)CCCN=C=NCC.